From a dataset of Full USPTO retrosynthesis dataset with 1.9M reactions from patents (1976-2016). Predict the reactants needed to synthesize the given product. Given the product [NH2:24][C:25]1[C:30]([C:31]#[N:32])=[C:29]([NH:13][CH2:12][C:9]2[C:8]([C:14]3[CH:19]=[CH:18][CH:17]=[CH:16][C:15]=3[S:20]([CH3:23])(=[O:22])=[O:21])=[CH:7][C:6]3[C:11](=[C:2]([F:1])[CH:3]=[CH:4][CH:5]=3)[N:10]=2)[N:28]=[CH:27][N:26]=1, predict the reactants needed to synthesize it. The reactants are: [F:1][C:2]1[CH:3]=[CH:4][CH:5]=[C:6]2[C:11]=1[N:10]=[C:9]([CH2:12][NH2:13])[C:8]([C:14]1[CH:19]=[CH:18][CH:17]=[CH:16][C:15]=1[S:20]([CH3:23])(=[O:22])=[O:21])=[CH:7]2.[NH2:24][C:25]1[C:30]([C:31]#[N:32])=[C:29](Cl)[N:28]=[CH:27][N:26]=1.C(N(C(C)C)CC)(C)C.